This data is from hERG Central: cardiac toxicity at 1µM, 10µM, and general inhibition. The task is: Predict hERG channel inhibition at various concentrations. (1) The drug is O=C(N/N=C\c1ccc([N+](=O)[O-])o1)C1COc2ccccc2O1. Results: hERG_inhib (hERG inhibition (general)): blocker. (2) The drug is COc1ccc(C(=O)Nc2ccccc2)cc1NC(=O)c1cccs1. Results: hERG_inhib (hERG inhibition (general)): blocker. (3) The molecule is COc1ccc(C(=O)C2CCN(CC(=O)Nc3cc(C)cc(C)c3)CC2)cc1. Results: hERG_inhib (hERG inhibition (general)): blocker. (4) The molecule is CN(C)CCCN(C(=O)c1ccc2c(c1)CCCC2)c1nc2c(F)cccc2s1.Cl. Results: hERG_inhib (hERG inhibition (general)): blocker. (5) The drug is O=C(NC1CC1)C1CCN(C2CCN(C(=O)/C=C/c3ccc(F)cc3)CC2)CC1. Results: hERG_inhib (hERG inhibition (general)): blocker.